Dataset: Antibody developability classification from SAbDab with 2,409 antibodies. Task: Regression/Classification. Given an antibody's heavy chain and light chain sequences, predict its developability. TAP uses regression for 5 developability metrics; SAbDab uses binary classification. (1) The antibody is ['QVQLKQSGPGLVQPSQSLSITCTVSGFSLTNYGVHWVRQSPGKGLEWLGVIWSGGNTDYNTPFTSRLSINKDNSKSQVFFKMNSLQSNDTAIYYCARALTYYDYEFAYWGQGTLVTVSA', 'PROT_D746F282']. Result: 0 (not developable). (2) The antibody is ['EEQLVESGGGVVQPGGSLRLSCLASGFTFHKYGMHWVRQAPGKGLEWVALISDDGMRKYHSDSMWGRVTISRDNSKNTLYLQFSSLKVEDTAMFFCAREAGGPIWHDDVKYYDFNDGYYNYHYMDVWGKGTTVTVSS', 'ESALTQPASVSGSPGQTITISCNGTSSDVGGFDSVSWYQQSPGKAPKVMVFDVSHRPSGISNRFSGSKSGNTASLTISGLHIEDEGDYFCSSLTDRSHRIFGGGTKVTVL']. Result: 0 (not developable). (3) The antibody is ['EVQLQQSGAELVQPGASVKLSCTASGFNIKDTSMHWVRQRPEQGLEWIGRIAPANGNTKYDPKFQGKATITTDTSSNTAYLQLSSLTSEDTAVYYCSGSGNYDWGQGTTLTVSS', 'DIQMNQSPSSLSASLGDTITISCHASQNINVWLSWYQQKPGNIPKLLIYEASTLYTGVPSRFSGSGSGTGFTLTISSLQPEDIATYYCQQGQSYPWTFGGGTKLEIK']. Result: 1 (developable). (4) The antibody is ['QVQLVQSGAQMKNPGASVKVSCAPSGYTFTDFYIHWLRQAPGQGLQWMGWMNPQTGRTNTARNFQGRVTMTRDTSIGTAYMELRSLTSDDTAIYYCTTGGWISLYYDSSYYPNFDHWGQGTLLTVSG', 'QSALTQPASVSGSPGQSITISCTGTKYDVGSHDLVSWYQQYPGKVPKYMIYEVNKRPSGVSNRFSGSKSGNTASLTISGLRAEDEADYYCCSFGGSATVVCGGGTKVTVL']. Result: 0 (not developable). (5) The antibody is ['1cfs', 'DIKMTQSPSSMYTSLGERVTITCKASQDINSFLTWFLQKPGKSPKTLIYRANRLMIGVPSRFSGSGSGQTYSLTISSLEYEDMGIYYCLQYDDFPLTFGAGTKLDLK']. Result: 0 (not developable). (6) The antibody is ['VHLVQSGPGLVAPSQSLSITCTVSGFSLTTYGVHWFRQPPGKGLEWLGLIWAGGNTDYNSALMSRLSINKDNSKSQVFLKMNSLQADDTAMYYCARFRFASYYDYAVDYWGQGTSVTVSS', 'IVLTQSPASLAVSLGQRATISCRASKSVSTSGYSHIHWYQQKPGQPPKLLIYLASILESGVPARFSGSGSGTDFTLNIHPVEEEDAATYYCQHSREYPLTFGAGTELELK']. Result: 0 (not developable). (7) The antibody is ['EVQLVQSGTEVKRPGESLTISCKTSGYSFSGTWISWVRQMPGKGLEWMGSIYPGDSDTRYHPSFQGHVTISADRSVSTTYLQWSSLKASDTATYYCARSYEDNYGYYDLFFFFDYWGQGALVTVSS', 'DIQMTQSPSSLSASVGDRVTITCRASQGISTYLAWYQQKPGKAPKLLIYKAYLLQNGVPSRFSGGGSGTDFTLTISSLQPEDFATYYCQQHNNNPYTFGQGTKVEIK']. Result: 0 (not developable).